Regression. Given a peptide amino acid sequence and an MHC pseudo amino acid sequence, predict their binding affinity value. This is MHC class I binding data. From a dataset of Peptide-MHC class I binding affinity with 185,985 pairs from IEDB/IMGT. The peptide sequence is VQPWLMVDV. The MHC is HLA-A02:12 with pseudo-sequence HLA-A02:12. The binding affinity (normalized) is 0.347.